This data is from Reaction yield outcomes from USPTO patents with 853,638 reactions. The task is: Predict the reaction yield, written as a fraction of the theoretical maximum amount of product (1.0 means a 100% yield; for example, 0.34 means a 34% yield). (1) The reactants are [CH:1]1[C:10]2[C:5](=[CH:6][CH:7]=[CH:8][CH:9]=2)[CH:4]=[CH:3][C:2]=1B(O)O.Br[C:15]1[CH:16]=[C:17]([CH:19]=[CH:20][CH:21]=1)[NH2:18].C([O-])([O-])=O.[Na+].[Na+]. The catalyst is COCCOC.C1C=CC([P]([Pd]([P](C2C=CC=CC=2)(C2C=CC=CC=2)C2C=CC=CC=2)([P](C2C=CC=CC=2)(C2C=CC=CC=2)C2C=CC=CC=2)[P](C2C=CC=CC=2)(C2C=CC=CC=2)C2C=CC=CC=2)(C2C=CC=CC=2)C2C=CC=CC=2)=CC=1. The product is [CH:1]1[C:10]2[C:5](=[CH:6][CH:7]=[CH:8][CH:9]=2)[CH:4]=[CH:3][C:2]=1[C:15]1[CH:16]=[C:17]([NH2:18])[CH:19]=[CH:20][CH:21]=1. The yield is 0.630. (2) The reactants are [Br:1][C:2]1[CH:11]=[C:10]2[C:5]([N:6](C(=O)C(F)(F)F)[C@@H:7]([CH3:19])[CH2:8][N:9]2[C:12]([O:14][C:15]([CH3:18])([CH3:17])[CH3:16])=[O:13])=[CH:4][CH:3]=1.C(=O)(O)[O-].[Na+]. The catalyst is C(O)C. The product is [Br:1][C:2]1[CH:11]=[C:10]2[C:5]([NH:6][C@@H:7]([CH3:19])[CH2:8][N:9]2[C:12]([O:14][C:15]([CH3:18])([CH3:17])[CH3:16])=[O:13])=[CH:4][CH:3]=1. The yield is 0.970. (3) The reactants are [C:1]([O:5][C:6]([N:8]1[CH2:12][C@@H:11]([C:13]2[CH:18]=[CH:17][CH:16]=[CH:15][CH:14]=2)[C@@H:10](C(O)=O)[CH2:9]1)=[O:7])([CH3:4])([CH3:3])[CH3:2].C(N(CC)CC)C.ClC(OCC(C)C)=O.SC1C=CC=C[N+]=1[O-].CC(C)CS.O1CCCC1. The catalyst is O1CCCC1. The product is [C:1]([O:5][C:6]([N:8]1[CH2:9][CH2:10][C@H:11]([C:13]2[CH:18]=[CH:17][CH:16]=[CH:15][CH:14]=2)[CH2:12]1)=[O:7])([CH3:4])([CH3:2])[CH3:3]. The yield is 0.810. (4) The reactants are [N:1]([C@H:4]1[CH2:9][CH2:8][C@H:7]([C:10]([O:12][CH3:13])=[O:11])[C@@H:6]([O:14][CH3:15])[CH2:5]1)=[N+]=[N-].[C:16]([O:20][C:21](O[C:21]([O:20][C:16]([CH3:19])([CH3:18])[CH3:17])=[O:22])=[O:22])([CH3:19])([CH3:18])[CH3:17]. The catalyst is CO.[Pd]. The product is [C:16]([O:20][C:21]([NH:1][C@H:4]1[CH2:9][CH2:8][C@H:7]([C:10]([O:12][CH3:13])=[O:11])[C@@H:6]([O:14][CH3:15])[CH2:5]1)=[O:22])([CH3:19])([CH3:18])[CH3:17]. The yield is 0.630.